From a dataset of Full USPTO retrosynthesis dataset with 1.9M reactions from patents (1976-2016). Predict the reactants needed to synthesize the given product. (1) Given the product [CH3:55][N:56]([CH2:47][CH2:46][N:49]1[CH2:52][CH2:54][O:83][CH2:51][CH2:50]1)[C:40]([C:39]1[CH:38]=[CH:37][CH:36]=[C:35]([C:43]([NH:27][C:16]2[CH:17]=[CH:18][C:19]([N:21]3[CH2:26][CH2:25][CH2:24][CH2:23][CH2:22]3)=[CH:20][C:15]=2[C:11]2[CH:10]=[C:9]([C:8](=[O:28])[NH:7][CH2:6][C:5]3[CH:29]=[CH:30][CH:31]=[C:3]([C:2]([F:1])([F:32])[F:33])[CH:4]=3)[CH:14]=[CH:13][N:12]=2)=[O:45])[N:34]=1)=[O:42], predict the reactants needed to synthesize it. The reactants are: [F:1][C:2]([F:33])([F:32])[C:3]1[CH:4]=[C:5]([CH:29]=[CH:30][CH:31]=1)[CH2:6][NH:7][C:8](=[O:28])[C:9]1[CH:14]=[CH:13][N:12]=[C:11]([C:15]2[CH:20]=[C:19]([N:21]3[CH2:26][CH2:25][CH2:24][CH2:23][CH2:22]3)[CH:18]=[CH:17][C:16]=2[NH2:27])[CH:10]=1.[N:34]1[C:39]([C:40]([OH:42])=O)=[CH:38][CH:37]=[CH:36][C:35]=1[C:43]([OH:45])=O.[CH:46]([N:49]([CH:52]([CH3:54])C)[CH2:50][CH3:51])(C)[CH3:47].[CH3:55][N:56](C(ON1N=NC2C=CC=NC1=2)=[N+](C)C)C.F[P-](F)(F)(F)(F)F.CN(C=[O:83])C. (2) Given the product [O:1]1[C:2]2[CH:3]=[C:4]([C:11]3[C:12]([C:29]([O:31][CH2:32][CH3:33])=[O:30])=[C:13]4[C:22]5[C:17](=[CH:18][C:19]([O:25][CH3:26])=[C:20]([O:23][CH3:24])[CH:21]=5)[CH2:16][CH2:15][N:14]4[C:27]=3[CH3:28])[CH:5]=[CH:6][C:7]=2[N:8]=[CH:34]1, predict the reactants needed to synthesize it. The reactants are: [OH:1][C:2]1[CH:3]=[C:4]([C:11]2[C:12]([C:29]([O:31][CH2:32][CH3:33])=[O:30])=[C:13]3[C:22]4[C:17](=[CH:18][C:19]([O:25][CH3:26])=[C:20]([O:23][CH3:24])[CH:21]=4)[CH2:16][CH2:15][N:14]3[C:27]=2[CH3:28])[CH:5]=[CH:6][C:7]=1[N+:8]([O-])=O.[CH3:34]O. (3) The reactants are: [Cl:1][C:2]1[CH:3]=[C:4]([CH:19]=[CH:20][C:21]=1[Cl:22])[CH2:5][N:6]1[CH2:11][CH2:10][N:9]([CH:12]2[CH2:17][CH2:16][CH2:15][CH2:14][CH:13]2[NH2:18])[CH2:8][CH2:7]1.[CH3:23][O:24][C:25]1[CH:26]=[C:27]([N:31]=[C:32]=[O:33])[CH:28]=[CH:29][CH:30]=1. Given the product [Cl:1][C:2]1[CH:3]=[C:4]([CH:19]=[CH:20][C:21]=1[Cl:22])[CH2:5][N:6]1[CH2:7][CH2:8][N:9]([CH:12]2[CH2:17][CH2:16][CH2:15][CH2:14][CH:13]2[NH:18][C:32]([NH:31][C:27]2[CH:28]=[CH:29][CH:30]=[C:25]([O:24][CH3:23])[CH:26]=2)=[O:33])[CH2:10][CH2:11]1, predict the reactants needed to synthesize it. (4) The reactants are: [C:1]([NH:5][C:6]1[C:15]([CH3:16])=[N:14][C:13]2[C:8](=[C:9](B3OC(C)(C)C(C)(C)O3)[CH:10]=[CH:11][CH:12]=2)[N:7]=1)([CH3:4])([CH3:3])[CH3:2].CC(C1C=C(C(C)C)C(C2C=CC=CC=2P(C2CCCCC2)C2CCCCC2)=C(C(C)C)C=1)C.Br[C:61]1[CH:62]=[C:63]2[C:68](=[O:69])[N:67]([CH2:70][C:71]3[CH:76]=[CH:75][C:74]([O:77][CH3:78])=[CH:73][C:72]=3[O:79][CH3:80])[CH2:66][CH2:65][N:64]2[CH:81]=1.P([O-])([O-])([O-])=O.[K+].[K+].[K+].[OH-].[Na+]. Given the product [C:1]([NH:5][C:6]1[C:15]([CH3:16])=[N:14][C:13]2[C:8]([N:7]=1)=[C:9]([C:61]1[CH:62]=[C:63]3[C:68](=[O:69])[N:67]([CH2:70][C:71]4[CH:76]=[CH:75][C:74]([O:77][CH3:78])=[CH:73][C:72]=4[O:79][CH3:80])[CH2:66][CH2:65][N:64]3[CH:81]=1)[CH:10]=[CH:11][CH:12]=2)([CH3:2])([CH3:3])[CH3:4], predict the reactants needed to synthesize it.